This data is from Forward reaction prediction with 1.9M reactions from USPTO patents (1976-2016). The task is: Predict the product of the given reaction. (1) Given the reactants [CH3:1][Mg]Br.[CH:4]([N:17]1[CH2:20][C:19](=[O:21])[CH2:18]1)([C:11]1[CH:16]=[CH:15][CH:14]=[CH:13][CH:12]=1)[C:5]1[CH:10]=[CH:9][CH:8]=[CH:7][CH:6]=1, predict the reaction product. The product is: [CH:4]([N:17]1[CH2:20][C:19]([CH3:1])([OH:21])[CH2:18]1)([C:11]1[CH:16]=[CH:15][CH:14]=[CH:13][CH:12]=1)[C:5]1[CH:6]=[CH:7][CH:8]=[CH:9][CH:10]=1. (2) Given the reactants [H-].[Na+].[CH3:3][O:4][CH:5]([O:8][CH3:9])[CH2:6]O.Cl[C:11]1[C:20]2[C:15](=[CH:16][CH:17]=[CH:18][CH:19]=2)[CH:14]=[CH:13][N:12]=1.[OH2:21], predict the reaction product. The product is: [CH3:9][O:8][C:5]([O:4][CH3:3])([O:21][C:11]1[C:20]2[C:15](=[CH:16][CH:17]=[CH:18][CH:19]=2)[CH:14]=[CH:13][N:12]=1)[CH3:6].